Dataset: NCI-60 drug combinations with 297,098 pairs across 59 cell lines. Task: Regression. Given two drug SMILES strings and cell line genomic features, predict the synergy score measuring deviation from expected non-interaction effect. (1) Synergy scores: CSS=23.8, Synergy_ZIP=-5.03, Synergy_Bliss=-7.16, Synergy_Loewe=-5.53, Synergy_HSA=-4.80. Drug 1: C(CCl)NC(=O)N(CCCl)N=O. Cell line: NCI-H226. Drug 2: CC1CCCC2(C(O2)CC(NC(=O)CC(C(C(=O)C(C1O)C)(C)C)O)C(=CC3=CSC(=N3)C)C)C. (2) Drug 1: CC1C(C(=O)NC(C(=O)N2CCCC2C(=O)N(CC(=O)N(C(C(=O)O1)C(C)C)C)C)C(C)C)NC(=O)C3=C4C(=C(C=C3)C)OC5=C(C(=O)C(=C(C5=N4)C(=O)NC6C(OC(=O)C(N(C(=O)CN(C(=O)C7CCCN7C(=O)C(NC6=O)C(C)C)C)C)C(C)C)C)N)C. Drug 2: CS(=O)(=O)CCNCC1=CC=C(O1)C2=CC3=C(C=C2)N=CN=C3NC4=CC(=C(C=C4)OCC5=CC(=CC=C5)F)Cl. Cell line: BT-549. Synergy scores: CSS=22.4, Synergy_ZIP=6.90, Synergy_Bliss=9.98, Synergy_Loewe=5.67, Synergy_HSA=5.68. (3) Drug 1: CN(CCCl)CCCl.Cl. Drug 2: CC1C(C(CC(O1)OC2CC(CC3=C2C(=C4C(=C3O)C(=O)C5=CC=CC=C5C4=O)O)(C(=O)C)O)N)O. Cell line: CAKI-1. Synergy scores: CSS=46.9, Synergy_ZIP=-7.55, Synergy_Bliss=-9.84, Synergy_Loewe=-4.32, Synergy_HSA=-2.44.